From a dataset of NCI-60 drug combinations with 297,098 pairs across 59 cell lines. Regression. Given two drug SMILES strings and cell line genomic features, predict the synergy score measuring deviation from expected non-interaction effect. (1) Drug 1: C1CCN(CC1)CCOC2=CC=C(C=C2)C(=O)C3=C(SC4=C3C=CC(=C4)O)C5=CC=C(C=C5)O. Drug 2: C(=O)(N)NO. Cell line: COLO 205. Synergy scores: CSS=16.4, Synergy_ZIP=-0.303, Synergy_Bliss=9.76, Synergy_Loewe=-2.04, Synergy_HSA=-1.07. (2) Drug 1: CCC(=C(C1=CC=CC=C1)C2=CC=C(C=C2)OCCN(C)C)C3=CC=CC=C3.C(C(=O)O)C(CC(=O)O)(C(=O)O)O. Drug 2: C(=O)(N)NO. Cell line: UACC62. Synergy scores: CSS=-1.39, Synergy_ZIP=-0.0138, Synergy_Bliss=-0.942, Synergy_Loewe=-2.20, Synergy_HSA=-1.90. (3) Drug 1: CC1=C2C(C(=O)C3(C(CC4C(C3C(C(C2(C)C)(CC1OC(=O)C(C(C5=CC=CC=C5)NC(=O)C6=CC=CC=C6)O)O)OC(=O)C7=CC=CC=C7)(CO4)OC(=O)C)O)C)OC(=O)C. Drug 2: CC1CCC2CC(C(=CC=CC=CC(CC(C(=O)C(C(C(=CC(C(=O)CC(OC(=O)C3CCCCN3C(=O)C(=O)C1(O2)O)C(C)CC4CCC(C(C4)OC)OCCO)C)C)O)OC)C)C)C)OC. Cell line: NCI-H460. Synergy scores: CSS=62.1, Synergy_ZIP=-1.81, Synergy_Bliss=-0.526, Synergy_Loewe=-0.283, Synergy_HSA=-0.104. (4) Drug 1: C1CN(P(=O)(OC1)NCCCl)CCCl. Drug 2: C1C(C(OC1N2C=NC3=C2NC=NCC3O)CO)O. Cell line: SW-620. Synergy scores: CSS=-0.819, Synergy_ZIP=-0.412, Synergy_Bliss=-2.14, Synergy_Loewe=-2.28, Synergy_HSA=-2.70. (5) Drug 1: C1C(C(OC1N2C=NC3=C(N=C(N=C32)Cl)N)CO)O. Drug 2: CCN(CC)CCCC(C)NC1=C2C=C(C=CC2=NC3=C1C=CC(=C3)Cl)OC. Cell line: SW-620. Synergy scores: CSS=51.6, Synergy_ZIP=-5.71, Synergy_Bliss=-3.15, Synergy_Loewe=-5.54, Synergy_HSA=-0.386. (6) Drug 1: CC1=C(C(=O)C2=C(C1=O)N3CC4C(C3(C2COC(=O)N)OC)N4)N. Drug 2: CC1CC(C(C(C=C(C(C(C=CC=C(C(=O)NC2=CC(=O)C(=C(C1)C2=O)OC)C)OC)OC(=O)N)C)C)O)OC. Cell line: NCI-H460. Synergy scores: CSS=77.5, Synergy_ZIP=0.470, Synergy_Bliss=-0.728, Synergy_Loewe=-0.388, Synergy_HSA=2.94. (7) Drug 1: CCC1(CC2CC(C3=C(CCN(C2)C1)C4=CC=CC=C4N3)(C5=C(C=C6C(=C5)C78CCN9C7C(C=CC9)(C(C(C8N6C=O)(C(=O)OC)O)OC(=O)C)CC)OC)C(=O)OC)O.OS(=O)(=O)O. Drug 2: CC1=C2C(C(=O)C3(C(CC4C(C3C(C(C2(C)C)(CC1OC(=O)C(C(C5=CC=CC=C5)NC(=O)C6=CC=CC=C6)O)O)OC(=O)C7=CC=CC=C7)(CO4)OC(=O)C)O)C)OC(=O)C. Cell line: KM12. Synergy scores: CSS=52.1, Synergy_ZIP=2.12, Synergy_Bliss=1.92, Synergy_Loewe=-3.16, Synergy_HSA=1.86. (8) Drug 1: C1CC(=O)NC(=O)C1N2CC3=C(C2=O)C=CC=C3N. Drug 2: C1C(C(OC1N2C=NC3=C(N=C(N=C32)Cl)N)CO)O. Cell line: MALME-3M. Synergy scores: CSS=1.27, Synergy_ZIP=0.272, Synergy_Bliss=1.41, Synergy_Loewe=-6.31, Synergy_HSA=-0.273. (9) Synergy scores: CSS=12.5, Synergy_ZIP=-0.667, Synergy_Bliss=-2.95, Synergy_Loewe=-6.56, Synergy_HSA=-0.250. Cell line: OVCAR3. Drug 2: C1=NNC2=C1C(=O)NC=N2. Drug 1: CC1=C2C(C(=O)C3(C(CC4C(C3C(C(C2(C)C)(CC1OC(=O)C(C(C5=CC=CC=C5)NC(=O)OC(C)(C)C)O)O)OC(=O)C6=CC=CC=C6)(CO4)OC(=O)C)O)C)O. (10) Drug 1: CC1=C(C=C(C=C1)C(=O)NC2=CC(=CC(=C2)C(F)(F)F)N3C=C(N=C3)C)NC4=NC=CC(=N4)C5=CN=CC=C5. Drug 2: C1CN1C2=NC(=NC(=N2)N3CC3)N4CC4. Cell line: NCI/ADR-RES. Synergy scores: CSS=51.0, Synergy_ZIP=0.639, Synergy_Bliss=-1.88, Synergy_Loewe=4.65, Synergy_HSA=2.39.